Dataset: Full USPTO retrosynthesis dataset with 1.9M reactions from patents (1976-2016). Task: Predict the reactants needed to synthesize the given product. (1) Given the product [F:30][C:28]1[CH:27]=[C:26]2[C:24](=[C:23]([N+:20]([O-:22])=[O:21])[CH:29]=1)[N:25]=[CH:10][CH:9]=[CH:14]2, predict the reactants needed to synthesize it. The reactants are: S(=O)(=O)(O)O.[N+]([C:9]1[CH:10]=C(S([O-])(=O)=O)C=C[CH:14]=1)([O-])=O.[Na+].[N+:20]([C:23]1[CH:29]=[C:28]([F:30])[CH:27]=[CH:26][C:24]=1[NH2:25])([O-:22])=[O:21].OCC(CO)O.N. (2) Given the product [NH2:23][C@@H:11]1[CH2:12][N:8]([C:6]([O:5][C:1]([CH3:4])([CH3:3])[CH3:2])=[O:7])[C@H:9]([C:14]([N:16]2[CH2:20][CH2:19][S:18][CH2:17]2)=[O:15])[CH2:10]1, predict the reactants needed to synthesize it. The reactants are: [C:1]([O:5][C:6]([N:8]1[CH2:12][C@H:11](O)[CH2:10][C@H:9]1[C:14]([N:16]1[CH2:20][CH2:19][S:18][CH2:17]1)=[O:15])=[O:7])([CH3:4])([CH3:3])[CH3:2].C([N:23](CC)CC)C. (3) The reactants are: Cl[C:2]1[C:7]([C:8]([NH:10][C:11]2[CH:12]=[C:13]3[C:17](=[CH:18][CH:19]=2)[N:16]([C:20]([O:22][C:23]([CH3:26])([CH3:25])[CH3:24])=[O:21])[CH2:15][CH2:14]3)=[O:9])=[CH:6][CH:5]=[C:4]([CH3:27])[N:3]=1.[NH:28]1[CH2:33][CH2:32][CH2:31][CH2:30][CH2:29]1.C(OCC)(=O)C.O. Given the product [CH3:27][C:4]1[N:3]=[C:2]([N:28]2[CH2:33][CH2:32][CH2:31][CH2:30][CH2:29]2)[C:7]([C:8]([NH:10][C:11]2[CH:12]=[C:13]3[C:17](=[CH:18][CH:19]=2)[N:16]([C:20]([O:22][C:23]([CH3:26])([CH3:25])[CH3:24])=[O:21])[CH2:15][CH2:14]3)=[O:9])=[CH:6][CH:5]=1, predict the reactants needed to synthesize it.